Dataset: Reaction yield outcomes from USPTO patents with 853,638 reactions. Task: Predict the reaction yield, written as a fraction of the theoretical maximum amount of product (1.0 means a 100% yield; for example, 0.34 means a 34% yield). (1) The reactants are [CH3:1][Si:2]([N-:5][Si:6]([CH3:9])([CH3:8])[CH3:7])([CH3:4])[CH3:3].[Li+].Cl[C@@H:12]([B:17]1[O:21][C@@H:20]2[CH2:22][C@@H:23]3[CH2:26][C@H:25]([C@:19]2([CH3:29])[O:18]1)[C:24]3([CH3:28])[CH3:27])[CH2:13][CH:14]([CH3:16])[CH3:15]. The catalyst is O1CCCC1. The product is [CH3:1][Si:2]([CH3:4])([CH3:3])[N:5]([C@H:12]([B:17]1[O:21][C@@H:20]2[CH2:22][C@@H:23]3[CH2:26][C@H:25]([C@:19]2([CH3:29])[O:18]1)[C:24]3([CH3:27])[CH3:28])[CH2:13][CH:14]([CH3:16])[CH3:15])[Si:6]([CH3:9])([CH3:8])[CH3:7]. The yield is 1.00. (2) The reactants are Cl.[C:2]([O:6][C:7](=[O:11])[CH2:8][CH2:9][NH2:10])([CH3:5])([CH3:4])[CH3:3].[H-].[Na+].Br[CH2:15][C:16]1[CH:40]=[CH:39][C:19]2[N:20]=[C:21]([C:23]3[CH:28]=[CH:27][C:26]([C:29]4[CH:34]=[CH:33][CH:32]=[CH:31][CH:30]=4)=[C:25]([C:35]([F:38])([F:37])[F:36])[CH:24]=3)[S:22][C:18]=2[CH:17]=1. The catalyst is CN(C=O)C.CCOC(C)=O. The product is [C:2]([O:6][C:7](=[O:11])[CH2:8][CH2:9][NH:10][CH2:15][C:16]1[CH:40]=[CH:39][C:19]2[N:20]=[C:21]([C:23]3[CH:28]=[CH:27][C:26]([C:29]4[CH:30]=[CH:31][CH:32]=[CH:33][CH:34]=4)=[C:25]([C:35]([F:36])([F:37])[F:38])[CH:24]=3)[S:22][C:18]=2[CH:17]=1)([CH3:5])([CH3:4])[CH3:3]. The yield is 0.260. (3) The yield is 0.150. The reactants are [CH:1]([N:4]1[CH2:9][CH2:8][N:7]([C:10]([CH:12]2[CH2:17][CH2:16][C:15](=O)[CH2:14][CH2:13]2)=[O:11])[CH2:6][CH2:5]1)([CH3:3])[CH3:2].[CH3:19][C:20]1[CH:21]=[CH:22][C:23]([NH2:26])=[CH:24][CH:25]=1.C(O)(=O)C.C(O[BH-](OC(=O)C)OC(=O)C)(=O)C.[Na+]. The product is [CH:1]([N:4]1[CH2:9][CH2:8][N:7]([C:10]([CH:12]2[CH2:17][CH2:16][CH:15]([NH:26][C:23]3[CH:24]=[CH:25][C:20]([CH3:19])=[CH:21][CH:22]=3)[CH2:14][CH2:13]2)=[O:11])[CH2:6][CH2:5]1)([CH3:3])[CH3:2]. The catalyst is C1COCC1. (4) The reactants are [CH2:1]([O:3][C:4](=[O:17])[NH:5][C:6]1[CH:11]=[CH:10][C:9]([N+:12]([O-])=O)=[CH:8][C:7]=1[O:15][CH3:16])[CH3:2].Cl.C(=O)(O)[O-].[Na+]. The catalyst is C(O)C.[Fe]. The product is [CH2:1]([O:3][C:4](=[O:17])[NH:5][C:6]1[CH:11]=[CH:10][C:9]([NH2:12])=[CH:8][C:7]=1[O:15][CH3:16])[CH3:2]. The yield is 0.930. (5) The reactants are [C:1]1(=[O:8])[CH2:6][CH2:5][CH2:4][CH2:3][C:2]1=O.BrBr.[Br:11][C:12]1[CH:13]=[C:14]([C:18](=[S:20])[NH2:19])[CH:15]=[N:16][CH:17]=1. The catalyst is C1COCC1. The product is [Br:11][C:12]1[CH:13]=[C:14]([C:18]2[S:20][C:3]3[CH2:4][CH2:5][CH2:6][C:1](=[O:8])[C:2]=3[N:19]=2)[CH:15]=[N:16][CH:17]=1. The yield is 0.240. (6) The reactants are [CH:1]1([C:7]([NH2:9])=[O:8])[CH2:6][CH2:5][CH2:4][CH2:3][CH2:2]1.Br[C:11]1[CH:12]=[N:13][CH:14]=[N:15][CH:16]=1.[O-]P([O-])([O-])=O.[K+].[K+].[K+].CNCCNC. The catalyst is [Cu]I.O1CCOCC1. The product is [N:13]1[CH:12]=[C:11]([NH:9][C:7]([CH:1]2[CH2:6][CH2:5][CH2:4][CH2:3][CH2:2]2)=[O:8])[CH:16]=[N:15][CH:14]=1. The yield is 0.750. (7) The reactants are [CH2:1]([O:8][C:9]1[CH:10]=[C:11]([NH2:28])[C:12]([NH:15][CH2:16][C:17]2[CH:27]=[CH:26][C:20]3[N:21]=[C:22]([S:24][CH3:25])[S:23][C:19]=3[CH:18]=2)=[CH:13][CH:14]=1)[C:2]1[CH:7]=[CH:6][CH:5]=[CH:4][CH:3]=1.[CH2:29](OC(OCC)OCC)C. The catalyst is C(O)=O. The product is [CH2:1]([O:8][C:9]1[CH:14]=[CH:13][C:12]2[N:15]([CH2:16][C:17]3[CH:27]=[CH:26][C:20]4[N:21]=[C:22]([S:24][CH3:25])[S:23][C:19]=4[CH:18]=3)[CH:29]=[N:28][C:11]=2[CH:10]=1)[C:2]1[CH:3]=[CH:4][CH:5]=[CH:6][CH:7]=1. The yield is 0.620.